This data is from Full USPTO retrosynthesis dataset with 1.9M reactions from patents (1976-2016). The task is: Predict the reactants needed to synthesize the given product. (1) Given the product [Cl:1][C:2]1[CH:3]=[C:4]([CH:22]=[CH:23][C:24]=1[Cl:25])[C:5]([NH:7][C@@H:8]1[C:17]2[C:12](=[CH:13][CH:14]=[C:15]([N+:18]([O-:20])=[O:19])[CH:16]=2)[CH2:11][CH2:10][C@H:9]1[O:21][C:26](=[O:28])[CH3:27])=[O:6], predict the reactants needed to synthesize it. The reactants are: [Cl:1][C:2]1[CH:3]=[C:4]([CH:22]=[CH:23][C:24]=1[Cl:25])[C:5]([NH:7][C@@H:8]1[C:17]2[C:12](=[CH:13][CH:14]=[C:15]([N+:18]([O-:20])=[O:19])[CH:16]=2)[CH2:11][CH2:10][C@H:9]1[OH:21])=[O:6].[C:26](OC(=O)C)(=[O:28])[CH3:27]. (2) Given the product [C:1]1(=[O:35])[C:13]2[C:5]([C:6]3[C:11]([CH:12]=2)=[CH:10][CH:9]=[CH:8][CH:7]=3)=[CH:4][CH:3]=[CH:2]1, predict the reactants needed to synthesize it. The reactants are: [CH:1]1[C:13]2[C:12](=O)[C:11]3[C:6](=[CH:7][CH:8]=[CH:9][CH:10]=3)[C:5]=2[C:4](C(Cl)=O)=[CH:3][CH:2]=1.C1C2C(C3C=CC(OCCO)=CC=3)(C3C=CC([O:35]CCO)=CC=3)C3C(=CC=CC=3)C=2C=CC=1.C(N(CC)CC)C. (3) Given the product [C:14]([C:13]1[N:10]2[C:11]3[C:6]([CH:7]=[CH:8][C:9]2=[C:38]([C:39]#[N:40])[CH:37]=1)=[CH:5][CH:4]=[C:3]([CH3:2])[CH:12]=3)(=[O:15])[C:16]1[CH:21]=[CH:20][CH:19]=[CH:18][CH:17]=1, predict the reactants needed to synthesize it. The reactants are: [Br-].[CH3:2][C:3]1[CH:12]=[C:11]2[C:6]([CH:7]=[CH:8][CH:9]=[N+:10]2[CH2:13][C:14]([C:16]2[CH:21]=[CH:20][CH:19]=[CH:18][CH:17]=2)=[O:15])=[CH:5][CH:4]=1.BrCC(C1C=CC=CC=1)=O.CC1C=C2C([CH:37]=[CH:38][CH:39]=[N:40]2)=CC=1.